This data is from Reaction yield outcomes from USPTO patents with 853,638 reactions. The task is: Predict the reaction yield, written as a fraction of the theoretical maximum amount of product (1.0 means a 100% yield; for example, 0.34 means a 34% yield). (1) The reactants are [CH3:1][O:2][C:3](=[O:22])[C:4]1[CH:9]=[C:8]([N+:10]([O-])=O)[C:7]([NH2:13])=[C:6]([F:14])[C:5]=1[NH:15][C:16]1[CH:21]=[CH:20][CH:19]=[CH:18][CH:17]=1.C([O-])=O.[NH4+]. The catalyst is C(O)C.[OH-].[OH-].[Pd+2]. The product is [CH3:1][O:2][C:3](=[O:22])[C:4]1[CH:9]=[C:8]([NH2:10])[C:7]([NH2:13])=[C:6]([F:14])[C:5]=1[NH:15][C:16]1[CH:17]=[CH:18][CH:19]=[CH:20][CH:21]=1. The yield is 0.930. (2) The product is [CH:18]1([C:16]([NH:15][C:13]2[N:14]=[C:9]3[CH:8]=[CH:7][C:6]([O:5][C:4]4[CH:3]=[C:2]([NH:1][C:31](=[O:32])[C:27]5[CH:28]=[CH:29][CH:30]=[N:25][CH:26]=5)[CH:23]=[CH:22][CH:21]=4)=[N:11][N:10]3[CH:12]=2)=[O:17])[CH2:20][CH2:19]1. The catalyst is CN1CCCC1=O. The yield is 0.430. The reactants are [NH2:1][C:2]1[CH:3]=[C:4]([CH:21]=[CH:22][CH:23]=1)[O:5][C:6]1[CH:7]=[CH:8][C:9]2[N:10]([CH:12]=[C:13]([NH:15][C:16]([CH:18]3[CH2:20][CH2:19]3)=[O:17])[N:14]=2)[N:11]=1.Cl.[N:25]1[CH:30]=[CH:29][CH:28]=[C:27]([C:31](Cl)=[O:32])[CH:26]=1. (3) The reactants are Br[C:2]1[CH:11]=[C:10]2[C:5]([C:6]([C:13]3[CH:18]=[CH:17][C:16]([C:19]([F:22])([F:21])[F:20])=[CH:15][C:14]=3[O:23][CH3:24])=[N:7][NH:8][C:9]2=[O:12])=[CH:4][CH:3]=1.C(N(CC)C(C)C)(C)C.[SH:34][CH2:35][C:36]1[CH:41]=[CH:40][CH:39]=[CH:38][CH:37]=1. The catalyst is O1CCOCC1.[Pd].[Pd].C(=CC(C=CC1C=CC=CC=1)=O)C1C=CC=CC=1.C(=CC(C=CC1C=CC=CC=1)=O)C1C=CC=CC=1.C(=CC(C=CC1C=CC=CC=1)=O)C1C=CC=CC=1.CC1(C)C2C(=C(P(C3C=CC=CC=3)C3C=CC=CC=3)C=CC=2)OC2C(P(C3C=CC=CC=3)C3C=CC=CC=3)=CC=CC1=2. The product is [CH2:35]([S:34][C:2]1[CH:11]=[C:10]2[C:5]([C:6]([C:13]3[CH:18]=[CH:17][C:16]([C:19]([F:22])([F:21])[F:20])=[CH:15][C:14]=3[O:23][CH3:24])=[N:7][NH:8][C:9]2=[O:12])=[CH:4][CH:3]=1)[C:36]1[CH:41]=[CH:40][CH:39]=[CH:38][CH:37]=1. The yield is 0.600. (4) The reactants are N1CCCCC1.[OH:7][C:8]1[CH:9]=[C:10]([CH:13]=[CH:14][C:15]=1[O:16][CH3:17])[CH:11]=O.C([CH2:21][C:22]([NH:24][C:25]1[CH:33]=[CH:32][CH:31]=[CH:30][C:26]=1[C:27]([OH:29])=[O:28])=[O:23])(O)=O. The catalyst is C1(C)C=CC=CC=1. The product is [OH:7][C:8]1[CH:9]=[C:10](/[CH:11]=[CH:21]/[C:22]([NH:24][C:25]2[CH:33]=[CH:32][CH:31]=[CH:30][C:26]=2[C:27]([OH:29])=[O:28])=[O:23])[CH:13]=[CH:14][C:15]=1[O:16][CH3:17]. The yield is 0.760. (5) The reactants are [Cl:1][C:2]1[N:3]=[C:4]([N:13]2[CH2:18][CH2:17][O:16][CH2:15][CH2:14]2)[C:5]2[S:10][CH:9]=[C:8]([CH:11]=[CH2:12])[C:6]=2[N:7]=1.[O:19]1CCCC1.B1C2CCCC1CCC2.OO.[OH-].[Na+]. The catalyst is O. The product is [Cl:1][C:2]1[N:3]=[C:4]([N:13]2[CH2:18][CH2:17][O:16][CH2:15][CH2:14]2)[C:5]2[S:10][CH:9]=[C:8]([CH2:11][CH2:12][OH:19])[C:6]=2[N:7]=1. The yield is 0.610.